This data is from Drug-target binding data from BindingDB using IC50 measurements. The task is: Regression. Given a target protein amino acid sequence and a drug SMILES string, predict the binding affinity score between them. We predict pIC50 (pIC50 = -log10(IC50 in M); higher means more potent). Dataset: bindingdb_ic50. (1) The drug is Nc1nc2c(CC3CCCCCC3)c[nH]c2c(=O)[nH]1. The target protein (P55859) has sequence MANGYTYEDYQDTAKWLLSHTEQRPQVAVICGSGLGGLVNKLTQAQTFDYSEIPNFPESTVPGHAGRLVFGILNGRACVMMQGRFHMYEGYPFWKVTFPVRVFRLLGVETLVVTNAAGGLNPNFEVGDIMLIRDHINLPGFSGENPLRGPNEERFGVRFPAMSDAYDRDMRQKAHSTWKQMGEQRELQEGTYVMLGGPNFETVAECRLLRNLGADAVGMSTVPEVIVARHCGLRVFGFSLITNKVIMDYESQGKANHEEVLEAGKQAAQKLEQFVSLLMASIPVSGHTG. The pIC50 is 6.1. (2) The drug is COCCN1CCN(c2cnc3ccc(-c4ccc5oc(N)nc5c4)cc3n2)CC1. The target protein (O00459) has sequence MAGPEGFQYRALYPFRRERPEDLELLPGDVLVVSRAALQALGVAEGGERCPQSVGWMPGLNERTRQRGDFPGTYVEFLGPVALARPGPRPRGPRPLPARPRDGAPEPGLTLPDLPEQFSPPDVAPPLLVKLVEAIERTGLDSESHYRPELPAPRTDWSLSDVDQWDTAALADGIKSFLLALPAPLVTPEASAEARRALREAAGPVGPALEPPTLPLHRALTLRFLLQHLGRVASRAPALGPAVRALGATFGPLLLRAPPPPSSPPPGGAPDGSEPSPDFPALLVEKLLQEHLEEQEVAPPALPPKPPKAKPASTVLANGGSPPSLQDAEWYWGDISREEVNEKLRDTPDGTFLVRDASSKIQGEYTLTLRKGGNNKLIKVFHRDGHYGFSEPLTFCSVVDLINHYRHESLAQYNAKLDTRLLYPVSKYQQDQIVKEDSVEAVGAQLKVYHQQYQDKSREYDQLYEEYTRTSQELQMKRTAIEAFNETIKIFEEQGQTQEK.... The pIC50 is 6.0. (3) The target protein sequence is PQVTLWQRPLVTIKIGGQLKEALLDTGADDTVLEEMSLPGRWKPKMIGGIGGFIKVRQYDQILIEICGHKAIGTVLVGPTPVNIIGRNLLTQIGCTLNF. The drug is CN(C)CCCNC(=O)[C@@H](NC(=O)[C@H](Cc1ccccc1)C[C@H](O)[C@H](Cc1ccccc1)NC(=O)OC(C)(C)C)c1ccccc1. The pIC50 is 7.6. (4) The compound is COS(=O)(=O)N1CCC[C@H]1C(=O)N[C@@H](CCCNC(=N)N)C(=O)c1nc2ccccc2s1. The target protein (P35030) has sequence MCGPDDRCPARWPGPGRAVKCGKGLAAARPGRVERGGAQRGGAGLELHPLLGGRTWRAARDADGCEALGTVAVPFDDDDKIVGGYTCEENSLPYQVSLNSGSHFCGGSLISEQWVVSAAHCYKTRIQVRLGEHNIKVLEGNEQFINAAKIIRHPKYNRDTLDNDIMLIKLSSPAVINARVSTISLPTTPPAAGTECLISGWGNTLSFGADYPDELKCLDAPVLTQAECKASYPGKITNSMFCVGFLEGGKDSCQRDSGGPVVCNGQLQGVVSWGHGCAWKNRPGVYTKVYNYVDWIKDTIAANS. The pIC50 is 9.0. (5) The compound is C=CS(=O)(=O)Nc1ccc(Nc2ncnc3cc(OC)c(OC)cc23)cc1. The target protein sequence is QTQGLAKDAWEIPRESLRLEVKLGQGCFGEVWMGTWNGTTRVAIKTLKPGTMSPEAFLQEAQVMKKLRHEKLVQLYAVVSEEPIYIVTEYMSKGSLLDFLKGEMGKYLRLPQLVDMAAQIASGMAYVERMNYVHRDLRAANILVGENLVCKVADFGLARLIEDNEYTARQGAKFPIKWTAPEAALYGRFTIKSDVWSFGILLTELTTKGRVPYPGMVNREVLDQVERGYRMPCPPECPESLHDLMCQCWRKDPEERPTFEYLQAFLEDYFTSTEPQYQPGENL. The pIC50 is 5.7.